From a dataset of Catalyst prediction with 721,799 reactions and 888 catalyst types from USPTO. Predict which catalyst facilitates the given reaction. Reactant: Br[C:2]1[CH:3]=[CH:4][C:5]([Cl:8])=[N:6][CH:7]=1.[NH2:9][C:10]1[C:14]([C:15](=[O:17])[NH2:16])=[CH:13][N:12]([C:18]2([CH2:32][C:33]#[N:34])[CH2:23][CH2:22][N:21]([C:24]([O:26][CH2:27][C:28]([F:31])([F:30])[F:29])=[O:25])[CH2:20][CH2:19]2)[N:11]=1.C(P(C(C)(C)C)C1C(C)=C(C)C(C)=C(C)C=1C1C(C(C)C)=CC(C(C)C)=CC=1C(C)C)(C)(C)C.P([O-])([O-])([O-])=O.[K+].[K+].[K+]. Product: [C:15]([C:14]1[C:10]([NH:9][C:2]2[CH:7]=[N:6][C:5]([Cl:8])=[CH:4][CH:3]=2)=[N:11][N:12]([C:18]2([CH2:32][C:33]#[N:34])[CH2:23][CH2:22][N:21]([C:24]([O:26][CH2:27][C:28]([F:31])([F:30])[F:29])=[O:25])[CH2:20][CH2:19]2)[CH:13]=1)(=[O:17])[NH2:16]. The catalyst class is: 62.